From a dataset of Forward reaction prediction with 1.9M reactions from USPTO patents (1976-2016). Predict the product of the given reaction. (1) Given the reactants [C:1]([C:3]1([N:12]([C:16](=[O:27])[CH2:17][C:18]2[C:23]([CH3:24])=[CH:22][C:21]([CH3:25])=[CH:20][C:19]=2[CH3:26])[N:13]([CH3:15])[CH3:14])[CH2:8][CH2:7][N:6]([N:9]([CH3:11])[CH3:10])[CH2:5][CH2:4]1)#N.S(=O)(=O)(O)[OH:29].[CH3:33][OH:34], predict the reaction product. The product is: [CH3:33][O:34][C:1]([C:3]1([N:12]([C:16](=[O:27])[CH2:17][C:18]2[C:23]([CH3:24])=[CH:22][C:21]([CH3:25])=[CH:20][C:19]=2[CH3:26])[N:13]([CH3:15])[CH3:14])[CH2:8][CH2:7][N:6]([N:9]([CH3:11])[CH3:10])[CH2:5][CH2:4]1)=[O:29]. (2) Given the reactants N([O-])=O.[Na+].OS(O)(=O)=O.[Br:10][C:11]1[CH:16]=[C:15]([Cl:17])[N:14]=[N:13][C:12]=1N.[OH2:19], predict the reaction product. The product is: [Br:10][C:11]1[C:12](=[O:19])[NH:13][N:14]=[C:15]([Cl:17])[CH:16]=1. (3) Given the reactants [Cl:1][C:2]1[CH:7]=[C:6]([CH2:8][OH:9])[CH:5]=[CH:4][C:3]=1[CH:10]([CH3:24])[C:11]([C:17]1[CH:22]=[CH:21][N:20]=[C:19]([Cl:23])[CH:18]=1)([OH:16])[C:12]([F:15])([F:14])[F:13].[CH3:25][O:26][C:27]([C:29]1[CH:30]=[N:31][C:32](Cl)=[N:33][CH:34]=1)=[O:28], predict the reaction product. The product is: [CH3:25][O:26][C:27]([C:29]1[CH:30]=[N:31][C:32]([O:9][CH2:8][C:6]2[CH:5]=[CH:4][C:3]([CH:10]([CH3:24])[C:11]([C:17]3[CH:22]=[CH:21][N:20]=[C:19]([Cl:23])[CH:18]=3)([OH:16])[C:12]([F:15])([F:14])[F:13])=[C:2]([Cl:1])[CH:7]=2)=[N:33][CH:34]=1)=[O:28]. (4) Given the reactants [CH:1]([NH:4][C:5]1[CH:6]=[C:7]([C:11]2[CH:12]=[C:13]3[C:17](=[CH:18][CH:19]=2)[N:16]([CH2:20][O:21][CH2:22][CH2:23][Si:24]([CH3:27])([CH3:26])[CH3:25])[N:15]=[C:14]3[CH:28]=O)[CH:8]=[N:9][CH:10]=1)([CH3:3])[CH3:2].[N:30]1[CH:35]=[CH:34][CH:33]=[C:32]([C:36]2[CH:41]=[CH:40][N:39]=[C:38]([NH2:42])[C:37]=2[NH2:43])[CH:31]=1, predict the reaction product. The product is: [CH:1]([NH:4][C:5]1[CH:10]=[N:9][CH:8]=[C:7]([C:11]2[CH:12]=[C:13]3[C:17](=[CH:18][CH:19]=2)[N:16]([CH2:20][O:21][CH2:22][CH2:23][Si:24]([CH3:25])([CH3:26])[CH3:27])[N:15]=[C:14]3[C:28]2[NH:42][C:38]3=[N:39][CH:40]=[CH:41][C:36]([C:32]4[CH:31]=[N:30][CH:35]=[CH:34][CH:33]=4)=[C:37]3[N:43]=2)[CH:6]=1)([CH3:3])[CH3:2]. (5) Given the reactants F[C:2]1[CH:7]=[CH:6][CH:5]=[CH:4][C:3]=1[N+:8]([O-:10])=[O:9].[F:11][C:12]([F:16])([F:15])[CH2:13][NH2:14], predict the reaction product. The product is: [N+:8]([C:3]1[CH:4]=[CH:5][CH:6]=[CH:7][C:2]=1[NH:14][CH2:13][C:12]([F:16])([F:15])[F:11])([O-:10])=[O:9].